Dataset: Catalyst prediction with 721,799 reactions and 888 catalyst types from USPTO. Task: Predict which catalyst facilitates the given reaction. Reactant: [Br:1][C:2]1[CH:3]=[C:4]([CH:23]=[C:24]([F:26])[CH:25]=1)[CH2:5][NH:6][C:7]([C@@H:9]1[CH2:13][C@:12]([F:15])([CH3:14])[CH2:11][N:10]1C(OC(C)(C)C)=O)=[O:8].Cl.O1CCOCC1.C(N(CC)CC)C.[F:41][C:42]1[CH:47]=[CH:46][C:45]([S:48](Cl)(=[O:50])=[O:49])=[CH:44][CH:43]=1. Product: [Br:1][C:2]1[CH:3]=[C:4]([CH:23]=[C:24]([F:26])[CH:25]=1)[CH2:5][NH:6][C:7]([C@@H:9]1[CH2:13][C@:12]([F:15])([CH3:14])[CH2:11][N:10]1[S:48]([C:45]1[CH:46]=[CH:47][C:42]([F:41])=[CH:43][CH:44]=1)(=[O:50])=[O:49])=[O:8]. The catalyst class is: 46.